This data is from Reaction yield outcomes from USPTO patents with 853,638 reactions. The task is: Predict the reaction yield, written as a fraction of the theoretical maximum amount of product (1.0 means a 100% yield; for example, 0.34 means a 34% yield). The yield is 0.103. The catalyst is C(Cl)Cl. The product is [CH3:16][C:15]1[S:17][C:10]2[CH:9]=[C:8]([O:1][C:2]3[CH:3]=[CH:4][CH:5]=[CH:6][CH:7]=3)[CH:13]=[CH:12][C:11]=2[N:14]=1. The reactants are [O:1]([C:8]1[CH:13]=[CH:12][C:11]([NH:14][C:15](=[S:17])[CH3:16])=[CH:10][CH:9]=1)[C:2]1[CH:7]=[CH:6][CH:5]=[CH:4][CH:3]=1.BrBr.